From a dataset of Forward reaction prediction with 1.9M reactions from USPTO patents (1976-2016). Predict the product of the given reaction. (1) Given the reactants [CH3:1][O:2][C:3]1[CH:8]=[CH:7][C:6]([C:9]([CH3:16])([CH3:15])[CH2:10][CH2:11][C:12]([OH:14])=O)=[CH:5][C:4]=1[CH3:17], predict the reaction product. The product is: [CH3:1][O:2][C:3]1[CH:8]=[C:7]2[C:6]([C:9]([CH3:16])([CH3:15])[CH2:10][CH2:11][C:12]2=[O:14])=[CH:5][C:4]=1[CH3:17]. (2) Given the reactants [OH:1][C:2]1[CH:7]=[C:6]([Cl:8])[N:5]=[N:4][C:3]=1Cl.[CH:10]1([C:13]2[CH:18]=[CH:17][CH:16]=[C:15]([CH3:19])[C:14]=2[OH:20])[CH2:12][CH2:11]1.C(C1C=CC=CC=1)CCC.[OH-].[K+].Cl, predict the reaction product. The product is: [Cl:8][C:6]1[N:5]=[N:4][C:3]([O:20][C:14]2[C:15]([CH3:19])=[CH:16][CH:17]=[CH:18][C:13]=2[CH:10]2[CH2:11][CH2:12]2)=[C:2]([OH:1])[CH:7]=1. (3) Given the reactants Br[C:2]1[C:3]([C:16]2[CH:21]=[CH:20][CH:19]=[CH:18][CH:17]=2)=[N:4][C:5]2[C:10]([N:11]=1)=[CH:9][C:8]([C:12]([O:14]C)=[O:13])=[CH:7][CH:6]=2.[CH3:22][O:23][C:24]1[CH:29]=[C:28]([O:30][CH3:31])[CH:27]=[CH:26][C:25]=1B(O)O, predict the reaction product. The product is: [CH3:22][O:23][C:24]1[CH:29]=[C:28]([O:30][CH3:31])[CH:27]=[CH:26][C:25]=1[C:2]1[C:3]([C:16]2[CH:17]=[CH:18][CH:19]=[CH:20][CH:21]=2)=[N:4][C:5]2[C:10]([N:11]=1)=[CH:9][C:8]([C:12]([OH:14])=[O:13])=[CH:7][CH:6]=2. (4) Given the reactants Cl[C:2]1[N:7]=[C:6](Cl)[C:5]([F:9])=[CH:4][N:3]=1.[NH2:10][C:11]1[CH:19]=[C:18]2[C:14]([CH:15]=[CH:16][NH:17]2)=[CH:13][CH:12]=1, predict the reaction product. The product is: [NH:17]1[C:18]2[C:14](=[CH:13][CH:12]=[C:11]([NH:10][C:2]3[N:7]=[C:6]([NH:10][C:11]4[CH:19]=[C:18]5[C:14]([CH:15]=[CH:16][NH:17]5)=[CH:13][CH:12]=4)[C:5]([F:9])=[CH:4][N:3]=3)[CH:19]=2)[CH:15]=[CH:16]1. (5) Given the reactants [S:1]1[CH:5]=[C:4]([CH:6]([C:8]2[CH:12]=[CH:11][S:10][CH:9]=2)[OH:7])[C:3]2[S:13][CH:14]=[C:15]([CH:16]([C:18]3[CH:22]=[CH:21][S:20][CH:19]=3)[OH:17])[C:2]1=2.[Cr](Cl)([O-])(=O)=O.[NH+]1C=CC=CC=1, predict the reaction product. The product is: [S:1]1[CH:5]=[C:4]([C:6]([C:8]2[CH:12]=[CH:11][S:10][CH:9]=2)=[O:7])[C:3]2[S:13][CH:14]=[C:15]([C:16]([C:18]3[CH:22]=[CH:21][S:20][CH:19]=3)=[O:17])[C:2]1=2. (6) Given the reactants [C:1]([O:5][C:6]([N:8]1[CH2:13][CH2:12][C@@H:11]([C:14]2[CH:19]=[CH:18][C:17]([F:20])=[CH:16][CH:15]=2)[C@H:10]([CH2:21][OH:22])[CH2:9]1)=[O:7])([CH3:4])([CH3:3])[CH3:2].[H-].[Na+].[F:25][C:26]([F:40])([F:39])[C:27]1[CH:28]=[C:29]([CH:32]=[C:33]([C:35]([F:38])([F:37])[F:36])[CH:34]=1)[CH2:30]Br, predict the reaction product. The product is: [C:1]([O:5][C:6]([N:8]1[CH2:13][CH2:12][C@@H:11]([C:14]2[CH:19]=[CH:18][C:17]([F:20])=[CH:16][CH:15]=2)[C@H:10]([CH2:21][O:22][CH2:30][C:29]2[CH:32]=[C:33]([C:35]([F:37])([F:38])[F:36])[CH:34]=[C:27]([C:26]([F:25])([F:39])[F:40])[CH:28]=2)[CH2:9]1)=[O:7])([CH3:4])([CH3:3])[CH3:2]. (7) Given the reactants [C:1]([C:3]1[N:7]2[CH:8]=[CH:9][CH:10]=[CH:11][C:6]2=[N:5][CH:4]=1)#[CH:2].N1C=C(C#C[C:23]2[CH:24]=[C:25]([CH:47]=[CH:48][C:49]=2[CH3:50])[C:26]([NH:28][C:29]2[CH:34]=[CH:33][C:32]([CH2:35][N:36]3[CH2:41][CH2:40][N:39]([CH3:42])[CH2:38][CH2:37]3)=[C:31]([C:43]([F:46])([F:45])[F:44])[CH:30]=2)=[O:27])N2C=CN=CC=12.N#N.C(N(CC)C(C)C)(C)C, predict the reaction product. The product is: [N:5]1[CH:4]=[C:3]([C:1]#[C:2][C:48]2[CH:47]=[C:25]([CH:24]=[CH:23][C:49]=2[CH3:50])[C:26]([NH:28][C:29]2[CH:34]=[CH:33][C:32]([CH2:35][N:36]3[CH2:41][CH2:40][N:39]([CH3:42])[CH2:38][CH2:37]3)=[C:31]([C:43]([F:46])([F:45])[F:44])[CH:30]=2)=[O:27])[N:7]2[CH:8]=[CH:9][CH:10]=[CH:11][C:6]=12. (8) Given the reactants Br[C:2]1[CH:3]=[CH:4][C:5]([C:8]2([C:18]#[N:19])[CH2:17][CH2:16][C:11]3([O:15][CH2:14][CH2:13][O:12]3)[CH2:10][CH2:9]2)=[N:6][CH:7]=1.BrC1C=CC(C2CCOCC2)=[N:25]C=1, predict the reaction product. The product is: [NH2:25][C:2]1[CH:3]=[CH:4][C:5]([C:8]2([C:18]#[N:19])[CH2:17][CH2:16][C:11]3([O:15][CH2:14][CH2:13][O:12]3)[CH2:10][CH2:9]2)=[N:6][CH:7]=1.